Dataset: Peptide-MHC class I binding affinity with 185,985 pairs from IEDB/IMGT. Task: Regression. Given a peptide amino acid sequence and an MHC pseudo amino acid sequence, predict their binding affinity value. This is MHC class I binding data. (1) The binding affinity (normalized) is 0.0847. The peptide sequence is LLKLWIDKV. The MHC is HLA-A01:01 with pseudo-sequence HLA-A01:01. (2) The peptide sequence is YTFVVPLVY. The MHC is HLA-B58:01 with pseudo-sequence HLA-B58:01. The binding affinity (normalized) is 0.614. (3) The peptide sequence is TPREAPYEL. The MHC is HLA-A11:01 with pseudo-sequence HLA-A11:01. The binding affinity (normalized) is 0.0847. (4) The peptide sequence is IVHSYLKNYK. The MHC is HLA-A11:01 with pseudo-sequence HLA-A11:01. The binding affinity (normalized) is 0.625. (5) The peptide sequence is SGPSNTYPEI. The MHC is HLA-C06:02 with pseudo-sequence HLA-C06:02. The binding affinity (normalized) is 0. (6) The peptide sequence is RPVILSLPR. The MHC is HLA-A11:01 with pseudo-sequence HLA-A11:01. The binding affinity (normalized) is 0. (7) The peptide sequence is GRDHVRVTL. The MHC is HLA-A02:01 with pseudo-sequence HLA-A02:01. The binding affinity (normalized) is 0.0847. (8) The peptide sequence is PASRDLVVSY. The MHC is Patr-A0301 with pseudo-sequence Patr-A0301. The binding affinity (normalized) is 0. (9) The peptide sequence is AALEGLSGF. The MHC is HLA-B14:02 with pseudo-sequence HLA-B14:02. The binding affinity (normalized) is 0.213. (10) The peptide sequence is THEANTMAM. The MHC is HLA-A69:01 with pseudo-sequence HLA-A69:01. The binding affinity (normalized) is 0.0847.